This data is from Catalyst prediction with 721,799 reactions and 888 catalyst types from USPTO. The task is: Predict which catalyst facilitates the given reaction. (1) Reactant: [C:1]([C:3]1[CH:4]=[C:5]([NH:9][C:10]([N:12]2[CH2:17][CH2:16][N:15]([C:18]([O:20][C:21]([CH3:24])([CH3:23])[CH3:22])=[O:19])[CH2:14][CH:13]2[CH2:25]O)=[O:11])[CH:6]=[CH:7][CH:8]=1)#[N:2].C1(P(C2C=CC=CC=2)C2C=CC=CC=2)C=CC=CC=1.N(C(OCC)=O)=NC(OCC)=O.C1(C)C=CC=CC=1.O. Product: [C:1]([C:3]1[CH:4]=[C:5]([N:9]2[CH2:25][CH:13]3[CH2:14][N:15]([C:18]([O:20][C:21]([CH3:22])([CH3:23])[CH3:24])=[O:19])[CH2:16][CH2:17][N:12]3[C:10]2=[O:11])[CH:6]=[CH:7][CH:8]=1)#[N:2]. The catalyst class is: 9. (2) Reactant: Cl[C:2]1[CH:7]=[CH:6][N:5]=[CH:4][C:3]=1[N+:8]([O-:10])=[O:9].[Si:11]([O:18][C@H:19]1[CH2:24][CH2:23][NH:22][CH2:21][C@@H:20]1[NH:25][C:26](=[O:32])[O:27][C:28]([CH3:31])([CH3:30])[CH3:29])([C:14]([CH3:17])([CH3:16])[CH3:15])([CH3:13])[CH3:12].C(N(CC)CC)C. Product: [Si:11]([O:18][C@H:19]1[CH2:24][CH2:23][N:22]([C:2]2[CH:7]=[CH:6][N:5]=[CH:4][C:3]=2[N+:8]([O-:10])=[O:9])[CH2:21][C@@H:20]1[NH:25][C:26](=[O:32])[O:27][C:28]([CH3:31])([CH3:30])[CH3:29])([C:14]([CH3:17])([CH3:16])[CH3:15])([CH3:13])[CH3:12]. The catalyst class is: 3. (3) Reactant: [NH2:1][C:2]1[C:9]([CH3:10])=[N:8][CH:7]=[C:6]([Cl:11])[C:3]=1[CH:4]=O.[Cl:12][C:13]1[CH:14]=[C:15]2[C:20](=[CH:21][C:22]=1[NH2:23])[O:19][CH:18]([C:24]1[C:29]([F:30])=[CH:28][CH:27]=[CH:26][N:25]=1)[CH2:17][CH2:16]2.O.C1(C)C=CC(S(O)(=O)=O)=CC=1. Product: [Cl:11][C:6]1[C:3]([CH2:4][NH:23][C:22]2[CH:21]=[C:20]3[C:15]([CH2:16][CH2:17][CH:18]([C:24]4[C:29]([F:30])=[CH:28][CH:27]=[CH:26][N:25]=4)[O:19]3)=[CH:14][C:13]=2[Cl:12])=[C:2]([NH2:1])[C:9]([CH3:10])=[N:8][CH:7]=1. The catalyst class is: 11. (4) Reactant: C(O)(=O)C.[C:5]([C:9]1[CH:10]=[C:11]([CH3:16])[CH:12]=[C:13]([CH3:15])[CH:14]=1)([CH3:8])([CH3:7])[CH3:6].[Br:17]Br. Product: [C:5]([C:9]1[CH:10]=[C:11]([CH3:16])[C:12]([Br:17])=[C:13]([CH3:15])[CH:14]=1)([CH3:8])([CH3:7])[CH3:6]. The catalyst class is: 6. (5) Reactant: FC(F)(F)C(O)=O.[C:8]([N:15]1[CH2:20][CH2:19][CH2:18][CH:17]([CH2:21][N:22]([C:27]2[CH:32]=[CH:31][CH:30]=[CH:29][CH:28]=2)[C:23](=[O:26])[CH2:24][CH3:25])[CH2:16]1)(OC(C)(C)C)=O.[NH:33]1[CH:37]=[CH:36][N:35]=[C:34]1C=O.[BH-](OC(C)=O)(OC(C)=O)OC(C)=O.[Na+]. Product: [NH:33]1[CH:37]=[CH:36][N:35]=[C:34]1[CH2:8][N:15]1[CH2:20][CH2:19][CH2:18][CH:17]([CH2:21][N:22]([C:27]2[CH:28]=[CH:29][CH:30]=[CH:31][CH:32]=2)[C:23](=[O:26])[CH2:24][CH3:25])[CH2:16]1. The catalyst class is: 2. (6) The catalyst class is: 35. Reactant: Cl[CH2:2][C:3]1[N:4]=[C:5]([C:8]2[CH:9]=[C:10]([C:14]3[CH2:20][C:19](=[O:21])[NH:18][C:17]4[CH:22]=[C:23]([N:26]5[CH:30]=[CH:29][CH:28]=[CH:27]5)[CH:24]=[CH:25][C:16]=4[N:15]=3)[CH:11]=[CH:12][CH:13]=2)[O:6][CH:7]=1.[C:31]([O:34][K])([CH3:33])=[O:32]. Product: [O:21]=[C:19]1[CH2:20][C:14]([C:10]2[CH:9]=[C:8]([C:5]3[O:6][CH:7]=[C:3]([CH2:2][O:34][C:31](=[O:32])[CH3:33])[N:4]=3)[CH:13]=[CH:12][CH:11]=2)=[N:15][C:16]2[CH:25]=[CH:24][C:23]([N:26]3[CH:27]=[CH:28][CH:29]=[CH:30]3)=[CH:22][C:17]=2[NH:18]1. (7) Reactant: [Cl:1][C:2]1[N:7]=[C:6]([CH2:8][C:9]([C:11]2[CH:16]=[CH:15][C:14]([F:17])=[CH:13][CH:12]=2)=O)[CH:5]=[CH:4][CH:3]=1.Cl.[NH2:19][OH:20].[OH-].[Na+]. Product: [Cl:1][C:2]1[N:7]=[C:6]([CH2:8][C:9]([C:11]2[CH:16]=[CH:15][C:14]([F:17])=[CH:13][CH:12]=2)=[N:19][OH:20])[CH:5]=[CH:4][CH:3]=1. The catalyst class is: 5. (8) Reactant: [CH2:1]([O:8][C:9]1[CH:10]=[CH:11][CH:12]=[C:13]2[C:18]=1[N:17]=[C:16](Cl)[CH:15]=[CH:14]2)[C:2]1[CH:7]=[CH:6][CH:5]=[CH:4][CH:3]=1.[CH3:20][O-:21].[Na+]. Product: [CH2:1]([O:8][C:9]1[CH:10]=[CH:11][CH:12]=[C:13]2[C:18]=1[N:17]=[C:16]([O:21][CH3:20])[CH:15]=[CH:14]2)[C:2]1[CH:7]=[CH:6][CH:5]=[CH:4][CH:3]=1. The catalyst class is: 11.